From a dataset of Reaction yield outcomes from USPTO patents with 853,638 reactions. Predict the reaction yield, written as a fraction of the theoretical maximum amount of product (1.0 means a 100% yield; for example, 0.34 means a 34% yield). The reactants are [H-].[Na+].[CH3:3][O:4][CH2:5][CH2:6][O:7]CCO.[CH2:11]([O:13][C:14](=[O:42])[CH2:15][CH2:16][CH2:17][CH2:18][CH2:19][O:20][CH2:21][CH2:22][O:23][CH2:24][CH2:25][O:26][CH2:27][CH2:28][O:29][CH2:30][CH2:31][O:32][CH2:33][CH2:34][O:35][CH2:36][CH2:37]S(C)(=O)=O)[CH3:12]. The catalyst is C1(C)C=CC=CC=1. The product is [CH2:11]([O:13][C:14](=[O:42])[CH2:15][CH2:16][CH2:17][CH2:18][CH2:19][O:20][CH2:21][CH2:22][O:23][CH2:24][CH2:25][O:26][CH2:27][CH2:28][O:29][CH2:30][CH2:31][O:32][CH2:33][CH2:34][O:35][CH2:36][CH2:37][O:7][CH2:6][CH2:5][O:4][CH3:3])[CH3:12]. The yield is 0.570.